Task: Predict which catalyst facilitates the given reaction.. Dataset: Catalyst prediction with 721,799 reactions and 888 catalyst types from USPTO (1) Reactant: S(Cl)(C)(=O)=O.[CH:6]([O:9][C:10]([N:12]1[CH2:17][CH2:16][CH:15]([O:18][N:19]=[C:20]2[CH2:25][CH2:24][N:23]([C:26]3[C:31]([F:32])=[CH:30][C:29]([CH2:33]O)=[CH:28][N:27]=3)[CH2:22][CH2:21]2)[CH2:14][CH2:13]1)=[O:11])([CH3:8])[CH3:7].C(N(CC)CC)C.[CH3:42][C:43]1[CH:44]=[N:45][NH:46][CH:47]=1.[H-].[Na+]. Product: [CH:6]([O:9][C:10]([N:12]1[CH2:13][CH2:14][CH:15]([O:18][N:19]=[C:20]2[CH2:25][CH2:24][N:23]([C:26]3[C:31]([F:32])=[CH:30][C:29]([CH2:33][N:45]4[CH:44]=[C:43]([CH3:42])[CH:47]=[N:46]4)=[CH:28][N:27]=3)[CH2:22][CH2:21]2)[CH2:16][CH2:17]1)=[O:11])([CH3:7])[CH3:8]. The catalyst class is: 606. (2) Reactant: [Cl:1][C:2]1[N:7]=[C:6](Cl)[C:5]([C:9]([F:12])([F:11])[F:10])=[CH:4][N:3]=1.[CH3:13][C:14]1[NH:18][N:17]=[C:16]([NH2:19])[CH:15]=1.C(=O)([O-])[O-].[Na+].[Na+]. Product: [Cl:1][C:2]1[N:7]=[C:6]([NH:19][C:16]2[CH:15]=[C:14]([CH3:13])[NH:18][N:17]=2)[C:5]([C:9]([F:12])([F:11])[F:10])=[CH:4][N:3]=1. The catalyst class is: 14.